Dataset: Forward reaction prediction with 1.9M reactions from USPTO patents (1976-2016). Task: Predict the product of the given reaction. (1) The product is: [N:7]1[CH:8]=[CH:9][CH:10]=[CH:11][C:6]=1[C:3]1[N:4]=[CH:5][N:1]([C:19]2[CH:20]=[C:21]([CH:24]=[CH:25][CH:26]=2)[C:22]#[N:23])[N:2]=1. Given the reactants [NH:1]1[CH:5]=[N:4][C:3]([C:6]2[CH:11]=[CH:10][CH:9]=[CH:8][N:7]=2)=[N:2]1.C(=O)([O-])[O-].[K+].[K+].F[C:19]1[CH:20]=[C:21]([CH:24]=[CH:25][CH:26]=1)[C:22]#[N:23], predict the reaction product. (2) Given the reactants [C:1]([C:4]1[C:12]2[O:11][C:10]([CH:13]3[CH2:18][CH2:17][N:16]([C:19](OCC4C=CC=CC=4)=O)[CH2:15][CH2:14]3)=[N:9][C:8]=2[CH:7]=[CH:6][CH:5]=1)(=[O:3])[NH2:2].[CH:29](=O)[CH2:30][CH2:31][CH2:32]C.[H][H], predict the reaction product. The product is: [CH2:19]([N:16]1[CH2:15][CH2:14][CH:13]([C:10]2[O:11][C:12]3[C:4]([C:1]([NH2:2])=[O:3])=[CH:5][CH:6]=[CH:7][C:8]=3[N:9]=2)[CH2:18][CH2:17]1)[CH2:29][CH2:30][CH2:31][CH3:32]. (3) Given the reactants F[C:2]1[CH:3]=[CH:4][C:5]([C:8]#[N:9])=[N:6][CH:7]=1.[Br:10][C:11]1[CH:17]=[CH:16][C:14]([NH2:15])=[C:13]([Cl:18])[CH:12]=1.CC(C)([O-])C.[K+].[Cl-].[Na+], predict the reaction product. The product is: [Br:10][C:11]1[CH:17]=[CH:16][C:14]([NH:15][C:2]2[CH:3]=[CH:4][C:5]([C:8]#[N:9])=[N:6][CH:7]=2)=[C:13]([Cl:18])[CH:12]=1. (4) Given the reactants [C:1]([C:5]1[CH:9]=[C:8]([NH2:10])[N:7]([CH3:11])[N:6]=1)([CH3:4])([CH3:3])[CH3:2].[Br:12]Br.O.[OH-].[K+], predict the reaction product. The product is: [Br:12][C:9]1[C:5]([C:1]([CH3:4])([CH3:2])[CH3:3])=[N:6][N:7]([CH3:11])[C:8]=1[NH2:10].